From a dataset of Reaction yield outcomes from USPTO patents with 853,638 reactions. Predict the reaction yield, written as a fraction of the theoretical maximum amount of product (1.0 means a 100% yield; for example, 0.34 means a 34% yield). (1) The reactants are Cl[C:2]1[C:3]([Cl:9])=[N:4][C:5]([Cl:8])=[N:6][CH:7]=1.[CH3:10][O:11][C:12]1[CH:13]=[C:14](B(O)O)[CH:15]=[CH:16][CH:17]=1.C(O)C.C(=O)(O)[O-].[Na+]. The catalyst is C1(C)C=CC=CC=1. The product is [Cl:8][C:5]1[N:4]=[C:3]([Cl:9])[CH:2]=[C:7]([C:16]2[CH:15]=[CH:14][CH:13]=[C:12]([O:11][CH3:10])[CH:17]=2)[N:6]=1. The yield is 0.654. (2) The reactants are [C:1]([O:8][CH3:9])(=[O:7])[CH2:2][C:3]([O:5][CH3:6])=[O:4].[H-].[Na+].[Cl:12][C:13]1[CH:18]=[C:17](Cl)[N:16]=[C:15]([CH3:20])[N:14]=1. The catalyst is C1COCC1. The product is [CH3:6][O:5][C:3](=[O:4])[CH:2]([C:17]1[CH:18]=[C:13]([Cl:12])[N:14]=[C:15]([CH3:20])[N:16]=1)[C:1]([O:8][CH3:9])=[O:7]. The yield is 0.400. (3) The product is [C:23]([O:21][C:20](=[O:22])[CH2:19][C:2]1[CH:1]=[C:6]([I:7])[C:5]([O:8][C:9]2[CH:10]=[C:11]([I:17])[C:12]([OH:16])=[C:13]([I:15])[CH:14]=2)=[C:4]([I:18])[CH:3]=1)([CH3:26])([CH3:25])[CH3:24]. The reactants are [CH:1]1[C:2]([CH2:19][C:20]([OH:22])=[O:21])=[CH:3][C:4]([I:18])=[C:5]([O:8][C:9]2[CH:10]=[C:11]([I:17])[C:12]([OH:16])=[C:13]([I:15])[CH:14]=2)[C:6]=1[I:7].[C:23](O)([CH3:26])([CH3:25])[CH3:24].C1(N=C=NC2CCCCC2)CCCCC1. The catalyst is O1CCOCC1.CN(C)C1C=CN=CC=1. The yield is 0.100.